Predict which catalyst facilitates the given reaction. From a dataset of Catalyst prediction with 721,799 reactions and 888 catalyst types from USPTO. Reactant: [NH2:1][C:2]1[CH:3]=[CH:4][C:5]([F:10])=[C:6]([CH2:8][OH:9])[CH:7]=1.[Br:11][C:12]1[CH:13]=[CH:14][C:15]([C:18](O)=[O:19])=[N:16][CH:17]=1.CN(C(ON1N=NC2C=CC=NC1=2)=[N+](C)C)C.F[P-](F)(F)(F)(F)F.CCN(C(C)C)C(C)C. Product: [Br:11][C:12]1[CH:13]=[CH:14][C:15]([C:18]([NH:1][C:2]2[CH:3]=[CH:4][C:5]([F:10])=[C:6]([CH2:8][OH:9])[CH:7]=2)=[O:19])=[N:16][CH:17]=1. The catalyst class is: 31.